Dataset: NCI-60 drug combinations with 297,098 pairs across 59 cell lines. Task: Regression. Given two drug SMILES strings and cell line genomic features, predict the synergy score measuring deviation from expected non-interaction effect. Drug 1: COC1=C(C=C2C(=C1)N=CN=C2NC3=CC(=C(C=C3)F)Cl)OCCCN4CCOCC4. Drug 2: CC1=C(C=C(C=C1)NC(=O)C2=CC=C(C=C2)CN3CCN(CC3)C)NC4=NC=CC(=N4)C5=CN=CC=C5. Cell line: HS 578T. Synergy scores: CSS=13.4, Synergy_ZIP=-5.03, Synergy_Bliss=-1.85, Synergy_Loewe=-5.89, Synergy_HSA=-0.831.